From a dataset of Catalyst prediction with 721,799 reactions and 888 catalyst types from USPTO. Predict which catalyst facilitates the given reaction. (1) Reactant: C[O:2][C:3](=[O:32])[CH2:4][N:5]1[C:14](=[O:15])[C:13]2[C:8](=[CH:9][CH:10]=[CH:11][CH:12]=2)[N:7]([CH2:16][C:17](=[O:30])[NH:18][C:19]2[CH:24]=[C:23]([Cl:25])[C:22]([O:26][CH3:27])=[CH:21][C:20]=2[O:28][CH3:29])[C:6]1=[O:31].[OH-].[K+]. Product: [Cl:25][C:23]1[C:22]([O:26][CH3:27])=[CH:21][C:20]([O:28][CH3:29])=[C:19]([NH:18][C:17]([CH2:16][N:7]2[C:8]3[C:13](=[CH:12][CH:11]=[CH:10][CH:9]=3)[C:14](=[O:15])[N:5]([CH2:4][C:3]([OH:32])=[O:2])[C:6]2=[O:31])=[O:30])[CH:24]=1. The catalyst class is: 24. (2) Reactant: [C:1]([C:3]1[N:4]([CH2:25][C:26]([O:28]CC)=[O:27])[C:5]([CH3:24])=[C:6]([CH2:9][C:10]2[CH:15]=[CH:14][CH:13]=[CH:12][C:11]=2[S:16]([N:19]2[CH2:23][CH2:22][CH2:21][CH2:20]2)(=[O:18])=[O:17])[C:7]=1[CH3:8])#[N:2].O.[OH-].[Li+].Cl. Product: [C:1]([C:3]1[N:4]([CH2:25][C:26]([OH:28])=[O:27])[C:5]([CH3:24])=[C:6]([CH2:9][C:10]2[CH:15]=[CH:14][CH:13]=[CH:12][C:11]=2[S:16]([N:19]2[CH2:23][CH2:22][CH2:21][CH2:20]2)(=[O:17])=[O:18])[C:7]=1[CH3:8])#[N:2]. The catalyst class is: 36. (3) Product: [N+:1]([C:4]1[C:5]([C:10](=[S:14])[NH2:11])=[N:6][CH:7]=[CH:8][CH:9]=1)([O-:3])=[O:2]. Reactant: [N+:1]([C:4]1[C:5]([C:10]#[N:11])=[N:6][CH:7]=[CH:8][CH:9]=1)([O-:3])=[O:2].C(N)(=[S:14])C. The catalyst class is: 3. (4) Reactant: [CH3:1][N:2]([CH3:13])[C:3]1[S:4][CH:5]=[C:6]([C:8](OCC)=[O:9])[N:7]=1.[H-].[H-].[H-].[H-].[Li+].[Al+3]. Product: [CH3:1][N:2]([CH3:13])[C:3]1[S:4][CH:5]=[C:6]([CH2:8][OH:9])[N:7]=1. The catalyst class is: 1. (5) The catalyst class is: 4. Product: [C:1]([O:5][C:6]([N:8]1[CH2:13][CH2:12][CH:11]([CH:14]=[O:15])[CH2:10][CH2:9]1)=[O:7])([CH3:4])([CH3:3])[CH3:2]. Reactant: [C:1]([O:5][C:6]([N:8]1[CH2:13][CH2:12][CH:11]([CH2:14][OH:15])[CH2:10][CH2:9]1)=[O:7])([CH3:4])([CH3:3])[CH3:2].C([O-])(=O)C.[Na+].[Cr](Cl)([O-])(=O)=O.[NH+]1C=CC=CC=1. (6) Reactant: [CH3:1][C:2]1[CH:8]=[CH:7][CH:6]=[C:5]([CH3:9])[C:3]=1[NH2:4].[Cl:10][CH2:11][C:12](Cl)=[O:13]. Product: [CH3:1][C:2]1[CH:8]=[CH:7][CH:6]=[C:5]([CH3:9])[C:3]=1[NH:4][C:12](=[O:13])[CH2:11][Cl:10]. The catalyst class is: 28. (7) Reactant: C(OC([N:8]1[CH2:13][CH2:12][N:11]([CH2:14][CH:15]2[CH2:19][CH2:18][N:17]([C:20]3[C:21]([F:38])=[CH:22][N:23]4[C:28]([C:29]=3[CH3:30])=[C:27]([CH:31]3[CH2:33][CH2:32]3)[CH:26]=[C:25]([C:34]([OH:36])=[O:35])[C:24]4=[O:37])[CH2:16]2)[CH2:10][CH2:9]1)=O)(C)(C)C.FC(F)(F)C(O)=O. Product: [CH:31]1([C:27]2[CH:26]=[C:25]([C:34]([OH:36])=[O:35])[C:24](=[O:37])[N:23]3[C:28]=2[C:29]([CH3:30])=[C:20]([N:17]2[CH2:18][CH2:19][CH:15]([CH2:14][N:11]4[CH2:12][CH2:13][NH:8][CH2:9][CH2:10]4)[CH2:16]2)[C:21]([F:38])=[CH:22]3)[CH2:33][CH2:32]1. The catalyst class is: 4. (8) Reactant: [NH2:1][C:2]1[C:3]([F:31])=[CH:4][C:5]([F:30])=[C:6]([C:8]2[CH:13]=[CH:12][N:11]=[C:10]3[NH:14][C:15]([CH:17]4[CH2:22][CH2:21][N:20]([C:23]([O:25][C:26]([CH3:29])([CH3:28])[CH3:27])=[O:24])[CH2:19][CH2:18]4)=[CH:16][C:9]=23)[CH:7]=1.[CH3:32][C:33]1([CH:39]=O)[CH2:38][CH2:37][O:36][CH2:35][CH2:34]1.C([BH3-])#N.C(O)(=O)C. Product: [F:30][C:5]1[CH:4]=[C:3]([F:31])[C:2]([NH:1][CH2:32][C:33]2([CH3:39])[CH2:38][CH2:37][O:36][CH2:35][CH2:34]2)=[CH:7][C:6]=1[C:8]1[CH:13]=[CH:12][N:11]=[C:10]2[NH:14][C:15]([CH:17]3[CH2:22][CH2:21][N:20]([C:23]([O:25][C:26]([CH3:28])([CH3:27])[CH3:29])=[O:24])[CH2:19][CH2:18]3)=[CH:16][C:9]=12. The catalyst class is: 4.